This data is from Forward reaction prediction with 1.9M reactions from USPTO patents (1976-2016). The task is: Predict the product of the given reaction. (1) Given the reactants [OH:1][C@H:2]1[CH2:5][C@H:4]([N:6]2[C:11](=[O:12])[C:10]([CH2:13][C:14]3[CH:19]=[CH:18][C:17]([C:20]4[C:21]([C:26]#[N:27])=[CH:22][CH:23]=[CH:24][CH:25]=4)=[CH:16][CH:15]=3)=[C:9]([CH2:28][CH2:29][CH3:30])[N:8]3[N:31]=[CH:32][N:33]=[C:7]23)[CH2:3]1.[N+](=[CH:36][C:37]([O:39][CH2:40][CH3:41])=[O:38])=[N-], predict the reaction product. The product is: [CH2:40]([O:39][C:37](=[O:38])[CH2:36][O:1][C@H:2]1[CH2:5][C@H:4]([N:6]2[C:11](=[O:12])[C:10]([CH2:13][C:14]3[CH:15]=[CH:16][C:17]([C:20]4[CH:25]=[CH:24][CH:23]=[CH:22][C:21]=4[C:26]#[N:27])=[CH:18][CH:19]=3)=[C:9]([CH2:28][CH2:29][CH3:30])[N:8]3[N:31]=[CH:32][N:33]=[C:7]23)[CH2:3]1)[CH3:41]. (2) Given the reactants O=P(Cl)(Cl)Cl.[Br:6][C:7]1[CH:8]=[N:9][C:10]2[N:11]([N:13]=[C:14]([CH3:16])[CH:15]=2)[CH:12]=1.CN([CH:20]=[O:21])C, predict the reaction product. The product is: [Br:6][C:7]1[CH:8]=[N:9][C:10]2[N:11]([N:13]=[C:14]([CH3:16])[C:15]=2[CH:20]=[O:21])[CH:12]=1.